This data is from Forward reaction prediction with 1.9M reactions from USPTO patents (1976-2016). The task is: Predict the product of the given reaction. Given the reactants CCN(S(F)(F)[F:7])CC.O[C:11]([C:14]1[CH:32]=[C:17]2[C:18]([C:24]3[CH:25]([CH3:31])[CH2:26][C:27](=[O:30])[NH:28][N:29]=3)=[CH:19][CH:20]=[C:21]([O:22][CH3:23])[N:16]2[N:15]=1)([CH3:13])[CH3:12], predict the reaction product. The product is: [F:7][C:11]([C:14]1[CH:32]=[C:17]2[C:18]([C:24]3[CH:25]([CH3:31])[CH2:26][C:27](=[O:30])[NH:28][N:29]=3)=[CH:19][CH:20]=[C:21]([O:22][CH3:23])[N:16]2[N:15]=1)([CH3:13])[CH3:12].